From a dataset of Catalyst prediction with 721,799 reactions and 888 catalyst types from USPTO. Predict which catalyst facilitates the given reaction. (1) Reactant: [CH3:1][O:2][C:3]1[CH:4]=[CH:5][C:6]([C:14](=O)[CH2:15][CH2:16][C:17]([OH:19])=O)=[C:7]2[C:12]=1[N:11]=[C:10]([CH3:13])[CH:9]=[CH:8]2.O.[NH2:22][NH2:23].O. Product: [CH3:1][O:2][C:3]1[CH:4]=[CH:5][C:6]([C:14]2[CH2:15][CH2:16][C:17](=[O:19])[NH:22][N:23]=2)=[C:7]2[C:12]=1[N:11]=[C:10]([CH3:13])[CH:9]=[CH:8]2. The catalyst class is: 8. (2) Reactant: [F:1][C:2]1[CH:14]=[C:13]([N+:15]([O-])=O)[CH:12]=[CH:11][C:3]=1[O:4][C:5]1[CH:10]=[CH:9][N:8]=[CH:7][CH:6]=1.[Cl-].[NH4+]. Product: [F:1][C:2]1[CH:14]=[C:13]([CH:12]=[CH:11][C:3]=1[O:4][C:5]1[CH:10]=[CH:9][N:8]=[CH:7][CH:6]=1)[NH2:15]. The catalyst class is: 190. (3) Reactant: C([Cl:4])(=O)C.[F:5][C:6]1[CH:11]=[CH:10][C:9]([C:12]([C:21]2[CH:26]=[CH:25][C:24]([F:27])=[CH:23][CH:22]=2)([C:14]2[CH:19]=[CH:18][CH:17]=[CH:16][C:15]=2[F:20])O)=[CH:8][CH:7]=1. Product: [F:5][C:6]1[CH:11]=[CH:10][C:9]([C:12]([C:21]2[CH:26]=[CH:25][C:24]([F:27])=[CH:23][CH:22]=2)([C:14]2[CH:19]=[CH:18][CH:17]=[CH:16][C:15]=2[F:20])[Cl:4])=[CH:8][CH:7]=1. The catalyst class is: 4. (4) Reactant: [CH2:1]1[NH:6][CH2:5][CH2:4][NH:3][CH2:2]1.[CH2:7](Br)[CH2:8][C:9]1[CH:14]=[CH:13][CH:12]=[CH:11][CH:10]=1.C([O-])([O-])=O.[K+].[K+]. Product: [CH2:7]([N:3]1[CH2:4][CH2:5][N:6]([CH2:7][CH2:8][C:9]2[CH:14]=[CH:13][CH:12]=[CH:11][CH:10]=2)[CH2:1][CH2:2]1)[CH2:8][C:9]1[CH:14]=[CH:13][CH:12]=[CH:11][CH:10]=1. The catalyst class is: 3. (5) Reactant: [OH:1][C@@H:2]1[C@@H:7]([OH:8])[C@H:6]([OH:9])[C@@H:5]([CH2:10][OH:11])[O:4][C@H:3]1[CH2:12][C:13]1[CH:18]=[CH:17][C:16]([C@H:19]2[N:22]([C:23]3[CH:28]=[CH:27][C:26]([F:29])=[CH:25][CH:24]=3)[C:21](=[O:30])[C@@H:20]2[CH2:31][CH2:32][C:33]([C:35]2[CH:40]=[CH:39][C:38]([F:41])=[CH:37][CH:36]=2)=[O:34])=[CH:15][CH:14]=1. Product: [F:41][C:38]1[CH:39]=[CH:40][C:35]([C@@H:33]([OH:34])[CH2:32][CH2:31][C@@H:20]2[C@@H:19]([C:16]3[CH:15]=[CH:14][C:13]([CH2:12][C@H:3]4[C@H:2]([OH:1])[C@@H:7]([OH:8])[C@H:6]([OH:9])[C@@H:5]([CH2:10][OH:11])[O:4]4)=[CH:18][CH:17]=3)[N:22]([C:23]3[CH:24]=[CH:25][C:26]([F:29])=[CH:27][CH:28]=3)[C:21]2=[O:30])=[CH:36][CH:37]=1. The catalyst class is: 4. (6) Product: [C:12]([NH:16][C:2]1[N:10]=[CH:9][C:8]([Cl:11])=[CH:7][C:3]=1[C:4]([OH:6])=[O:5])([CH3:15])([CH3:14])[CH3:13]. The catalyst class is: 6. Reactant: Cl[C:2]1[N:10]=[CH:9][C:8]([Cl:11])=[CH:7][C:3]=1[C:4]([OH:6])=[O:5].[C:12]([NH2:16])([CH3:15])([CH3:14])[CH3:13].Cl.